Dataset: Reaction yield outcomes from USPTO patents with 853,638 reactions. Task: Predict the reaction yield, written as a fraction of the theoretical maximum amount of product (1.0 means a 100% yield; for example, 0.34 means a 34% yield). (1) The reactants are Cl.[CH2:2]([O:9][CH2:10][CH2:11][O:12][CH2:13][CH2:14][O:15][CH2:16][CH2:17][CH2:18][CH2:19][C@H:20]1[C@@H:36]2[C@H:28]([CH2:29][CH2:30][C@@:31]3([CH3:41])[C@H:35]2[CH2:34][CH2:33][C@@H:32]3[O:37]COC)[C:27]2[CH:26]=[CH:25][C:24]([O:42]COC)=[CH:23][C:22]=2[C:21]1=[O:46])[C:3]1[CH:8]=[CH:7][CH:6]=[CH:5][CH:4]=1.O. The catalyst is C1COCC1. The product is [CH2:2]([O:9][CH2:10][CH2:11][O:12][CH2:13][CH2:14][O:15][CH2:16][CH2:17][CH2:18][CH2:19][C@H:20]1[C@@H:36]2[C@H:28]([CH2:29][CH2:30][C@@:31]3([CH3:41])[C@H:35]2[CH2:34][CH2:33][C@@H:32]3[OH:37])[C:27]2[CH:26]=[CH:25][C:24]([OH:42])=[CH:23][C:22]=2[C:21]1=[O:46])[C:3]1[CH:4]=[CH:5][CH:6]=[CH:7][CH:8]=1. The yield is 0.970. (2) The reactants are [Cl:1][C:2]1[C:3]([CH3:20])=[C:4]([CH:17]=[CH:18][CH:19]=1)[CH2:5][N:6]1C(=O)C2=CC=CC=C2C1=O.O.NN.O. The catalyst is CO. The product is [Cl:1][C:2]1[C:3]([CH3:20])=[C:4]([CH:17]=[CH:18][CH:19]=1)[CH2:5][NH2:6]. The yield is 1.00. (3) The reactants are CN(C=O)C.[C:6]([Cl:11])(=O)[C:7](Cl)=O.[N:12]1[C:17]2[CH:18]=[CH:19][S:20][C:16]=2C(=O)N[CH:13]=1.O. The catalyst is C(Cl)Cl. The product is [Cl:11][C:6]1[CH:7]=[CH:13][N:12]=[C:17]2[CH:18]=[CH:19][S:20][C:16]=12. The yield is 0.990. (4) The reactants are [H-].[Na+].[CH3:3][NH:4][C:5]1[N:9]([CH3:10])[C:8]([C:11]2[CH:16]=[CH:15][N:14]=[CH:13][CH:12]=2)=[N:7][N:6]=1.Cl[CH2:18][C:19]1[N:23]=[C:22]([C:24]2[CH:29]=[CH:28][CH:27]=[C:26]([Cl:30])[CH:25]=2)[O:21][N:20]=1. The catalyst is CN(C=O)C. The product is [Cl:30][C:26]1[CH:25]=[C:24]([C:22]2[O:21][N:20]=[C:19]([CH2:18][N:4]([CH3:3])[C:5]3[N:9]([CH3:10])[C:8]([C:11]4[CH:16]=[CH:15][N:14]=[CH:13][CH:12]=4)=[N:7][N:6]=3)[N:23]=2)[CH:29]=[CH:28][CH:27]=1. The yield is 0.540. (5) The reactants are [OH:1][C:2]12[CH2:9][CH2:8][C:5]([C:10]3[NH:18][C:17]4[C:16](=[O:19])[N:15]([CH2:20][CH2:21][CH3:22])[C:14](=[O:23])[N:13]([CH2:24][CH2:25][CH3:26])[C:12]=4[N:11]=3)([CH2:6][CH2:7]1)[CH2:4][CH2:3]2.CCN(CC)CC.[C:34]1([CH3:44])[CH:39]=[CH:38][C:37]([S:40](Cl)(=[O:42])=[O:41])=[CH:36][CH:35]=1. The catalyst is C(Cl)Cl.CCOC(C)=O. The product is [O:23]=[C:14]1[N:13]([CH2:24][CH2:25][CH3:26])[C:12]2[N:11]=[C:10]([C:5]34[CH2:8][CH2:9][C:2]([O:1][S:40]([C:37]5[CH:38]=[CH:39][C:34]([CH3:44])=[CH:35][CH:36]=5)(=[O:42])=[O:41])([CH2:7][CH2:6]3)[CH2:3][CH2:4]4)[NH:18][C:17]=2[C:16](=[O:19])[N:15]1[CH2:20][CH2:21][CH3:22]. The yield is 0.540. (6) The reactants are [Cl:1][C:2]1[CH:17]=[CH:16][C:5]([CH2:6][N:7]2[C:12](=[O:13])[CH:11]=[CH:10][C:9]([CH:14]=[O:15])=[CH:8]2)=[CH:4][CH:3]=1.CC(C[AlH]CC(C)C)C.CCOC(C)=O. The catalyst is C1COCC1.O. The product is [Cl:1][C:2]1[CH:3]=[CH:4][C:5]([CH2:6][N:7]2[CH:8]=[C:9]([CH2:14][OH:15])[CH:10]=[CH:11][C:12]2=[O:13])=[CH:16][CH:17]=1. The yield is 0.320.